Predict the reactants needed to synthesize the given product. From a dataset of Full USPTO retrosynthesis dataset with 1.9M reactions from patents (1976-2016). (1) Given the product [Br:1][C:2]1[C:3]2[O:10][C:12]([C:13]([C:15]3[CH:20]=[CH:19][C:18]([O:21][CH3:22])=[C:17]([F:23])[CH:16]=3)=[O:14])=[CH:5][C:4]=2[CH:7]=[CH:8][CH:9]=1, predict the reactants needed to synthesize it. The reactants are: [Br:1][C:2]1[C:3]([OH:10])=[C:4]([CH:7]=[CH:8][CH:9]=1)[CH:5]=O.Br[CH2:12][C:13]([C:15]1[CH:20]=[CH:19][C:18]([O:21][CH3:22])=[C:17]([F:23])[CH:16]=1)=[O:14]. (2) The reactants are: Cl[C:2]1[C:7]2[CH:8]=[N:9][N:10]([CH:11]3[CH2:16][CH2:15][CH2:14][CH2:13][O:12]3)[C:6]=2[CH:5]=[C:4]([Cl:17])[N:3]=1.Cl.[NH2:19][CH2:20][C:21]1[CH:26]=[CH:25][CH:24]=[CH:23][C:22]=1[N:27]([CH3:32])[S:28]([CH3:31])(=[O:30])=[O:29]. Given the product [Cl:17][C:4]1[N:3]=[C:2]([NH:19][CH2:20][C:21]2[CH:26]=[CH:25][CH:24]=[CH:23][C:22]=2[N:27]([CH3:32])[S:28]([CH3:31])(=[O:30])=[O:29])[C:7]2[CH:8]=[N:9][N:10]([CH:11]3[CH2:16][CH2:15][CH2:14][CH2:13][O:12]3)[C:6]=2[CH:5]=1, predict the reactants needed to synthesize it. (3) Given the product [CH3:1][N:2]1[C:7]([C:8]([F:11])([F:10])[F:9])=[CH:6][CH:5]=[C:4]([C:12]([Cl:18])=[O:13])[C:3]1=[O:15], predict the reactants needed to synthesize it. The reactants are: [CH3:1][N:2]1[C:7]([C:8]([F:11])([F:10])[F:9])=[CH:6][CH:5]=[C:4]([C:12](O)=[O:13])[C:3]1=[O:15].S(Cl)([Cl:18])=O. (4) Given the product [C:9](=[O:20])([O:8][CH2:7][CH2:6][CH2:5][CH2:4][CH2:3][CH2:2][Cl:1])[O:10][C@@H:11]1[CH2:15][O:14][C@@H:13]2[C@H:16]([OH:19])[CH2:17][O:18][C@H:12]12, predict the reactants needed to synthesize it. The reactants are: [Cl:1][CH2:2][CH2:3][CH2:4][CH2:5][CH2:6][CH2:7][OH:8].[C:9](=O)([O:20]C1C=CC([N+]([O-])=O)=CC=1)[O:10][C@@H:11]1[CH2:15][O:14][C@@H:13]2[C@H:16]([OH:19])[CH2:17][O:18][C@H:12]12. (5) Given the product [CH3:21][C:20]1[O:19][N:18]=[C:17]([C:22]2[CH:23]=[CH:24][CH:25]=[CH:26][CH:27]=2)[C:16]=1[CH2:15][O:14][C:11]1[N:10]=[N:9][C:8]([NH:4][C:1](=[O:3])[CH3:2])=[CH:13][CH:12]=1, predict the reactants needed to synthesize it. The reactants are: [C:1]([N:4]([C:8]1[N:9]=[N:10][C:11]([O:14][CH2:15][C:16]2[C:17]([C:22]3[CH:27]=[CH:26][CH:25]=[CH:24][CH:23]=3)=[N:18][O:19][C:20]=2[CH3:21])=[CH:12][CH:13]=1)C(=O)C)(=[O:3])[CH3:2].C(=O)(O)[O-].[Na+]. (6) Given the product [Cl:10][CH2:11][C:12]([NH:1][C:2]1[CH:7]=[CH:6][CH:5]=[C:4]([CH2:8][OH:9])[CH:3]=1)=[O:13], predict the reactants needed to synthesize it. The reactants are: [NH2:1][C:2]1[CH:3]=[C:4]([CH2:8][OH:9])[CH:5]=[CH:6][CH:7]=1.[Cl:10][CH2:11][C:12](Cl)=[O:13]. (7) Given the product [Br:11][CH2:10][C:5]1[CH:4]=[CH:3][C:2]([F:1])=[CH:9][C:6]=1[C:7]#[N:8], predict the reactants needed to synthesize it. The reactants are: [F:1][C:2]1[CH:3]=[CH:4][C:5]([CH3:10])=[C:6]([CH:9]=1)[C:7]#[N:8].[Br:11]N1C(=O)CCC1=O. (8) Given the product [C:23]([C:22]1[CH:25]=[C:18]([C:16]2[O:15][N:14]=[C:13]([C:8]3[CH:7]=[CH:6][CH:5]=[C:4]4[C:9]=3[CH2:10][CH2:11][CH2:12][C@H:3]4[NH:2][S:34]([CH2:33][C:32]([O:31][CH3:30])=[O:38])(=[O:36])=[O:35])[N:17]=2)[CH:19]=[CH:20][C:21]=1[O:26][CH:27]([CH3:29])[CH3:28])#[N:24], predict the reactants needed to synthesize it. The reactants are: Cl.[NH2:2][C@@H:3]1[CH2:12][CH2:11][CH2:10][C:9]2[C:8]([C:13]3[N:17]=[C:16]([C:18]4[CH:19]=[CH:20][C:21]([O:26][CH:27]([CH3:29])[CH3:28])=[C:22]([CH:25]=4)[C:23]#[N:24])[O:15][N:14]=3)=[CH:7][CH:6]=[CH:5][C:4]1=2.[CH3:30][O:31][C:32](=[O:38])[CH2:33][S:34](Cl)(=[O:36])=[O:35]. (9) Given the product [C:7]([O:11][C:12](=[O:23])[NH:13][C:14]([CH3:16])([CH3:15])[CH:17]=[O:22])([CH3:10])([CH3:8])[CH3:9], predict the reactants needed to synthesize it. The reactants are: [H-].[Al+3].[Li+].[H-].[H-].[H-].[C:7]([O:11][C:12](=[O:23])[NH:13][C:14]([C:17](=[O:22])N(OC)C)([CH3:16])[CH3:15])([CH3:10])([CH3:9])[CH3:8].